Dataset: Reaction yield outcomes from USPTO patents with 853,638 reactions. Task: Predict the reaction yield, written as a fraction of the theoretical maximum amount of product (1.0 means a 100% yield; for example, 0.34 means a 34% yield). (1) The reactants are CCN=C=NCCCN(C)C.[F:12][C:13]1[CH:14]=[C:15]([NH:20][CH:21]([C:23]2[CH:24]=[C:25]([C:40](O)=[O:41])[CH:26]=[C:27]3[C:32]=2[O:31][C:30]([N:33]2[CH2:38][CH2:37][O:36][CH2:35][CH2:34]2)=[CH:29][C:28]3=[O:39])[CH3:22])[CH:16]=[C:17]([F:19])[CH:18]=1.[NH:43]1[CH2:47][CH2:46][C@H:45]([OH:48])[CH2:44]1.OP=O. The catalyst is C(Cl)Cl. The product is [F:12][C:13]1[CH:14]=[C:15]([NH:20][CH:21]([C:23]2[CH:24]=[C:25]([C:40]([N:43]3[CH2:47][CH2:46][C@H:45]([OH:48])[CH2:44]3)=[O:41])[CH:26]=[C:27]3[C:32]=2[O:31][C:30]([N:33]2[CH2:34][CH2:35][O:36][CH2:37][CH2:38]2)=[CH:29][C:28]3=[O:39])[CH3:22])[CH:16]=[C:17]([F:19])[CH:18]=1. The yield is 0.950. (2) The reactants are [CH3:1][O:2][C:3]1[C:4]([N+:16]([O-])=O)=[C:5]([C:12]([O:14][CH3:15])=[O:13])[S:6][C:7]=1[C:8]([O:10][CH3:11])=[O:9].Cl.[Cl-].[NH4+]. The catalyst is CO.[Fe]. The product is [NH2:16][C:4]1[C:3]([O:2][CH3:1])=[C:7]([C:8]([O:10][CH3:11])=[O:9])[S:6][C:5]=1[C:12]([O:14][CH3:15])=[O:13]. The yield is 0.810. (3) The reactants are Br[C:2]1[C:3]([F:28])=[C:4]([N:8]2[CH:13]=[C:12]([O:14][CH3:15])[C:11](=[O:16])[C:10]([C:17]3[N:21]([C:22]4[CH:27]=[CH:26][CH:25]=[CH:24][CH:23]=4)[N:20]=[CH:19][CH:18]=3)=[N:9]2)[CH:5]=[CH:6][CH:7]=1.Cl.[F:30][C:31]1([F:38])[C:35]([F:37])([F:36])[CH2:34][NH:33][CH2:32]1.CC(C)([O-])C.[Na+].CC1(C)C2C(=C(P(C3C=CC=CC=3)C3C=CC=CC=3)C=CC=2)OC2C(P(C3C=CC=CC=3)C3C=CC=CC=3)=CC=CC1=2.C([O-])(O)=O.[Na+]. The catalyst is O1CCOCC1.C1C=CC(/C=C/C(/C=C/C2C=CC=CC=2)=O)=CC=1.C1C=CC(/C=C/C(/C=C/C2C=CC=CC=2)=O)=CC=1.C1C=CC(/C=C/C(/C=C/C2C=CC=CC=2)=O)=CC=1.[Pd].[Pd]. The product is [F:28][C:3]1[C:2]([N:33]2[CH2:34][C:35]([F:37])([F:36])[C:31]([F:38])([F:30])[CH2:32]2)=[CH:7][CH:6]=[CH:5][C:4]=1[N:8]1[CH:13]=[C:12]([O:14][CH3:15])[C:11](=[O:16])[C:10]([C:17]2[N:21]([C:22]3[CH:27]=[CH:26][CH:25]=[CH:24][CH:23]=3)[N:20]=[CH:19][CH:18]=2)=[N:9]1. The yield is 0.380. (4) The reactants are [NH2:1][C:2]1[CH:18]=[CH:17][C:16]([Br:19])=[CH:15][C:3]=1[C:4]([NH:6][CH:7]1[CH2:12][CH2:11][C:10](=[O:13])[NH:9][C:8]1=[O:14])=[O:5].[CH:20](OC)(OC)OC.C1(C)C=CC(S(O)(=O)=O)=CC=1.O. The catalyst is C(#N)C. The product is [Br:19][C:16]1[CH:15]=[C:3]2[C:2](=[CH:18][CH:17]=1)[N:1]=[CH:20][N:6]([CH:7]1[CH2:12][CH2:11][C:10](=[O:13])[NH:9][C:8]1=[O:14])[C:4]2=[O:5]. The yield is 0.680.